From a dataset of Reaction yield outcomes from USPTO patents with 853,638 reactions. Predict the reaction yield, written as a fraction of the theoretical maximum amount of product (1.0 means a 100% yield; for example, 0.34 means a 34% yield). The reactants are [OH:1][C@@H:2]([C:16]1[CH:21]=[CH:20][CH:19]=[CH:18][CH:17]=1)[C@@H:3]1[CH2:8][CH2:7][CH2:6][N:5]([C:9]([O:11][C:12]([CH3:15])([CH3:14])[CH3:13])=[O:10])[CH2:4]1.[H-].[Na+].CS(O[CH2:29][CH2:30][CH2:31][O:32][CH2:33][CH3:34])(=O)=O.O. The catalyst is C1COCC1. The product is [CH2:33]([O:32][CH2:31][CH2:30][CH2:29][O:1][C@@H:2]([C:16]1[CH:17]=[CH:18][CH:19]=[CH:20][CH:21]=1)[C@@H:3]1[CH2:8][CH2:7][CH2:6][N:5]([C:9]([O:11][C:12]([CH3:13])([CH3:14])[CH3:15])=[O:10])[CH2:4]1)[CH3:34]. The yield is 0.900.